Task: Predict the reaction yield, written as a fraction of the theoretical maximum amount of product (1.0 means a 100% yield; for example, 0.34 means a 34% yield).. Dataset: Reaction yield outcomes from USPTO patents with 853,638 reactions (1) The reactants are C(OC(=O)[NH:7][CH2:8][CH2:9][CH2:10][CH2:11][CH2:12][NH:13][C:14]1[S:15][C:16]([C:20](=[O:28])[C:21]2[CH:26]=[CH:25][CH:24]=[CH:23][C:22]=2[CH3:27])=[C:17]([CH3:19])[N:18]=1)(C)(C)C.[ClH:30]. The catalyst is O1CCOCC1. The product is [ClH:30].[NH2:7][CH2:8][CH2:9][CH2:10][CH2:11][CH2:12][NH:13][C:14]1[S:15][C:16]([C:20]([C:21]2[CH:26]=[CH:25][CH:24]=[CH:23][C:22]=2[CH3:27])=[O:28])=[C:17]([CH3:19])[N:18]=1. The yield is 0.990. (2) The reactants are [Cl:1][C:2]1[CH:7]=[CH:6][C:5]([NH:8][C:9]([NH:11][C:12]2[CH:17]=[C:16]([N:18]3[CH2:27][C:26]4[C:21](=[N:22][C:23](SC)=[N:24][CH:25]=4)[N:20]([CH3:30])[C:19]3=[O:31])[CH:15]=[CH:14][C:13]=2[F:32])=[O:10])=[CH:4][C:3]=1[C:33]([F:36])([F:35])[F:34].C1C=C(Cl)C=C(C(OO)=O)C=1.[CH3:48][NH2:49]. No catalyst specified. The product is [Cl:1][C:2]1[CH:7]=[CH:6][C:5]([NH:8][C:9]([NH:11][C:12]2[CH:17]=[C:16]([N:18]3[CH2:27][C:26]4[C:21](=[N:22][C:23]([NH:49][CH3:48])=[N:24][CH:25]=4)[N:20]([CH3:30])[C:19]3=[O:31])[CH:15]=[CH:14][C:13]=2[F:32])=[O:10])=[CH:4][C:3]=1[C:33]([F:36])([F:35])[F:34]. The yield is 0.160. (3) The reactants are [Cl:1][C:2]1[CH:10]=[C:9]2[C:5]([C:6]([C:19](=[O:24])C(F)(F)F)=[CH:7][N:8]2[C:11]2[CH:16]=[C:15]([F:17])[CH:14]=[C:13]([F:18])[CH:12]=2)=[CH:4][CH:3]=1.[OH-:25].[Na+]. No catalyst specified. The product is [Cl:1][C:2]1[CH:10]=[C:9]2[C:5]([C:6]([C:19]([OH:24])=[O:25])=[CH:7][N:8]2[C:11]2[CH:16]=[C:15]([F:17])[CH:14]=[C:13]([F:18])[CH:12]=2)=[CH:4][CH:3]=1. The yield is 0.700. (4) The reactants are O[C:2]1([C:8]2[CH:13]=[CH:12][C:11]([OH:14])=[CH:10][C:9]=2[OH:15])[CH2:7][CH2:6][O:5][CH2:4][CH2:3]1.C(O)(=O)C.C1COCC1.[H][H]. The catalyst is [Pd].C(OCC)(=O)C. The product is [O:5]1[CH2:4][CH2:3][CH:2]([C:8]2[CH:13]=[CH:12][C:11]([OH:14])=[CH:10][C:9]=2[OH:15])[CH2:7][CH2:6]1. The yield is 0.920. (5) The reactants are [CH3:1][NH:2][C:3]([C:5]1[S:6][C:7]([CH2:10][N:11]([C:13]([C:15]23[CH2:24][CH:19]4[CH2:20][CH:21]([CH2:23][CH:17]([CH2:18]4)[CH2:16]2)[CH2:22]3)=[O:14])[CH3:12])=[CH:8][CH:9]=1)=[O:4].[H-].[Na+].[CH3:27]I. The catalyst is CN(C=O)C. The product is [CH3:1][N:2]([CH3:27])[C:3]([C:5]1[S:6][C:7]([CH2:10][N:11]([C:13]([C:15]23[CH2:16][CH:17]4[CH2:23][CH:21]([CH2:20][CH:19]([CH2:18]4)[CH2:24]2)[CH2:22]3)=[O:14])[CH3:12])=[CH:8][CH:9]=1)=[O:4]. The yield is 0.480. (6) The catalyst is O. The yield is 0.350. The reactants are C(O[CH:5]=[CH2:6])(=O)C.BrBr.O=[C:10]([CH3:17])[CH2:11][C:12]([O:14][CH2:15][CH3:16])=[O:13].[NH3:18]. The product is [CH3:17][C:10]1[NH:18][CH:5]=[CH:6][C:11]=1[C:12]([O:14][CH2:15][CH3:16])=[O:13]. (7) The reactants are [CH2:1]([CH:8]1[CH2:13][CH2:12][N:11]([C:14]([C@@H:16]2[CH2:20][C@@H:19]([OH:21])[CH2:18][NH:17]2)=[O:15])[CH2:10][CH2:9]1)[C:2]1[CH:7]=[CH:6][CH:5]=[CH:4][CH:3]=1.C(=O)([O-])[O-].[K+].[K+].[CH2:28](Br)[C:29]1[CH:34]=[CH:33][CH:32]=[CH:31][CH:30]=1. The catalyst is C(#N)C. The product is [CH2:28]([N:17]1[CH2:18][C@H:19]([OH:21])[CH2:20][C@H:16]1[C:14]([N:11]1[CH2:10][CH2:9][CH:8]([CH2:1][C:2]2[CH:7]=[CH:6][CH:5]=[CH:4][CH:3]=2)[CH2:13][CH2:12]1)=[O:15])[C:29]1[CH:34]=[CH:33][CH:32]=[CH:31][CH:30]=1. The yield is 0.500.